The task is: Predict the reactants needed to synthesize the given product.. This data is from Full USPTO retrosynthesis dataset with 1.9M reactions from patents (1976-2016). (1) The reactants are: [NH2:1][CH2:2][CH2:3][N:4]1[C:8](=[O:9])/[C:7](=[CH:10]/[C:11]2[CH:16]=[CH:15][C:14]([O:17][CH2:18][CH3:19])=[CH:13][CH:12]=2)/[S:6][C:5]1=[O:20].[C:21](O[C:21]([O:23][C:24]([CH3:27])([CH3:26])[CH3:25])=[O:22])([O:23][C:24]([CH3:27])([CH3:26])[CH3:25])=[O:22].CCN(C(C)C)C(C)C.C(OC1C=CC(/C=C2/C(=O)N(CCNC(=O)C)C(=O)S/2)=CC=1)C. Given the product [CH2:18]([O:17][C:14]1[CH:15]=[CH:16][C:11](/[CH:10]=[C:7]2/[C:8](=[O:9])[N:4]([CH2:3][CH2:2][NH:1][C:21](=[O:22])[O:23][C:24]([CH3:27])([CH3:26])[CH3:25])[C:5](=[O:20])[S:6]/2)=[CH:12][CH:13]=1)[CH3:19], predict the reactants needed to synthesize it. (2) Given the product [CH2:1]([C:5]1[NH:9][N:8]=[C:7]([C:10]([OH:12])=[O:11])[C:6]=1[N+:18]([O-:20])=[O:19])[CH:2]([CH3:4])[CH3:3], predict the reactants needed to synthesize it. The reactants are: [CH2:1]([C:5]1[NH:9][N:8]=[C:7]([C:10]([OH:12])=[O:11])[CH:6]=1)[CH:2]([CH3:4])[CH3:3].S(=O)(=O)(O)O.[N+:18]([O-])([OH:20])=[O:19]. (3) Given the product [CH2:17]([O:24][C:25]([N:11]1[C:12]([CH:13]([CH3:14])[CH3:15])=[C:8]([CH2:1][C:2]2[CH:3]=[CH:4][CH:5]=[CH:6][CH:7]=2)[C:9](=[O:16])[NH:10]1)=[O:26])[C:18]1[CH:23]=[CH:22][CH:21]=[CH:20][CH:19]=1, predict the reactants needed to synthesize it. The reactants are: [CH2:1]([C:8]1[C:9](=[O:16])[NH:10][NH:11][C:12]=1[CH:13]([CH3:15])[CH3:14])[C:2]1[CH:7]=[CH:6][CH:5]=[CH:4][CH:3]=1.[CH2:17]([O:24][C:25](ON1C(=O)CCC1=O)=[O:26])[C:18]1[CH:23]=[CH:22][CH:21]=[CH:20][CH:19]=1.O.C(OCC)(=O)C. (4) Given the product [Br:15][C:5]1[S:4][C:3]([C:7]([OH:9])=[O:8])=[C:2]([CH3:1])[CH:6]=1, predict the reactants needed to synthesize it. The reactants are: [CH3:1][C:2]1[CH:6]=[CH:5][S:4][C:3]=1[C:7]([OH:9])=[O:8].C([Li])CCC.[Br:15]Br. (5) The reactants are: Br[C:2]1[S:6][C:5]2=[C:7]([C:10]3[CH:11]=[N:12][CH:13]=[CH:14][CH:15]=3)[N:8]=[CH:9][N:4]2[C:3]=1[CH2:16][O:17][Si:18]([CH2:23][CH3:24])([CH2:21][CH3:22])[CH2:19][CH3:20].C([Mg]Br)C.CN(OC)[C:31](=[O:34])[CH2:32][CH3:33].[Cl-].[NH4+]. Given the product [C:31]([C:2]1[S:6][C:5]2=[C:7]([C:10]3[CH:11]=[N:12][CH:13]=[CH:14][CH:15]=3)[N:8]=[CH:9][N:4]2[C:3]=1[CH2:16][O:17][Si:18]([CH2:23][CH3:24])([CH2:21][CH3:22])[CH2:19][CH3:20])(=[O:34])[CH2:32][CH3:33], predict the reactants needed to synthesize it. (6) The reactants are: [CH3:1][O:2][C:3](=[O:24])[CH2:4][CH:5]([C:12]1[CH:17]=[CH:16][C:15]([O:18][CH3:19])=[C:14]([S:20](Cl)(=[O:22])=[O:21])[CH:13]=1)[C:6]1[CH:11]=[CH:10][CH:9]=[CH:8][CH:7]=1.C(N(CC)CC)C.Cl.[NH2:33][C:34]([NH2:36])=[NH:35]. Given the product [CH3:1][O:2][C:3](=[O:24])[CH2:4][CH:5]([C:12]1[CH:17]=[CH:16][C:15]([O:18][CH3:19])=[C:14]([S:20](=[O:22])(=[O:21])[N:33]=[C:34]([NH2:36])[NH2:35])[CH:13]=1)[C:6]1[CH:11]=[CH:10][CH:9]=[CH:8][CH:7]=1, predict the reactants needed to synthesize it. (7) Given the product [CH2:1]([O:3][C:4]([N:6]1[CH2:7][CH2:8][CH:9]([C:12]2[C:20]3[C:15](=[CH:16][N:17]=[CH:18][CH:19]=3)[N:14]([CH2:22][CH2:23][O:24][CH2:25][CH3:26])[CH:13]=2)[CH2:10][CH2:11]1)=[O:5])[CH3:2], predict the reactants needed to synthesize it. The reactants are: [CH2:1]([O:3][C:4]([N:6]1[CH2:11][CH2:10][CH:9]([C:12]2[C:20]3[C:15](=[CH:16][N:17]=[CH:18][CH:19]=3)[NH:14][CH:13]=2)[CH2:8][CH2:7]1)=[O:5])[CH3:2].Br[CH2:22][CH2:23][O:24][CH2:25][CH3:26].